Dataset: Forward reaction prediction with 1.9M reactions from USPTO patents (1976-2016). Task: Predict the product of the given reaction. (1) Given the reactants [C:1]12([C:11]3[CH:21]=[CH:20][C:14]([O:15][CH2:16][C:17]([OH:19])=O)=[CH:13][CH:12]=3)[CH2:10][CH:5]3[CH2:6][CH:7]([CH2:9][CH:3]([CH2:4]3)[CH2:2]1)[CH2:8]2.[NH2:22][C:23]1[CH:28]=[CH:27][C:26]([N:29]2[CH2:34][CH2:33][S:32](=[O:36])(=[O:35])[CH2:31][CH2:30]2)=[CH:25][CH:24]=1, predict the reaction product. The product is: [C:1]12([C:11]3[CH:21]=[CH:20][C:14]([O:15][CH2:16][C:17]([NH:22][C:23]4[CH:28]=[CH:27][C:26]([N:29]5[CH2:30][CH2:31][S:32](=[O:36])(=[O:35])[CH2:33][CH2:34]5)=[CH:25][CH:24]=4)=[O:19])=[CH:13][CH:12]=3)[CH2:2][CH:3]3[CH2:4][CH:5]([CH2:6][CH:7]([CH2:9]3)[CH2:8]1)[CH2:10]2. (2) The product is: [F:36][C:37]1([F:42])[CH2:41][CH2:40][N:39]([C:29](=[O:31])[CH:28]([N:26]2[CH:27]=[C:23]([C:21]3[CH:20]=[N:19][N:18]4[C:14]([C:10]5[CH:9]=[C:8]([NH:7][C:5]([NH:4][CH2:3][C:2]([F:34])([F:33])[F:1])=[O:6])[CH:13]=[CH:12][CH:11]=5)=[CH:15][N:16]=[C:17]4[CH:22]=3)[CH:24]=[N:25]2)[CH3:32])[CH2:38]1. Given the reactants [F:1][C:2]([F:34])([F:33])[CH2:3][NH:4][C:5]([NH:7][C:8]1[CH:9]=[C:10]([C:14]2[N:18]3[N:19]=[CH:20][C:21]([C:23]4[CH:24]=[N:25][N:26]([CH:28]([CH3:32])[C:29]([OH:31])=O)[CH:27]=4)=[CH:22][C:17]3=[N:16][CH:15]=2)[CH:11]=[CH:12][CH:13]=1)=[O:6].Cl.[F:36][C:37]1([F:42])[CH2:41][CH2:40][NH:39][CH2:38]1, predict the reaction product. (3) Given the reactants [C:1]([CH2:7][C:8]#[N:9])(=[O:6])[C:2]([CH3:5])([CH3:4])[CH3:3].[Br:10]N1C(=O)CCC1=O, predict the reaction product. The product is: [Br:10][CH:7]([C:1](=[O:6])[C:2]([CH3:5])([CH3:4])[CH3:3])[C:8]#[N:9]. (4) Given the reactants [CH3:1][O:2][CH2:3][CH2:4][O:5][C:6]1[CH:7]=[C:8]2[C:12](=[C:13]([N:15]([CH3:24])[S:16]([C:19]3[S:20][CH:21]=[CH:22][CH:23]=3)(=[O:18])=[O:17])[CH:14]=1)[NH:11][C:10]([C:25]1[S:26][CH:27]([CH2:30][C:31](O)=[O:32])[CH2:28][N:29]=1)=[CH:9]2.Cl.C[N:36](C)CCCN=C=NCC.CN(C)C=O, predict the reaction product. The product is: [CH3:1][O:2][CH2:3][CH2:4][O:5][C:6]1[CH:7]=[C:8]2[C:12](=[C:13]([N:15]([CH3:24])[S:16]([C:19]3[S:20][CH:21]=[CH:22][CH:23]=3)(=[O:18])=[O:17])[CH:14]=1)[NH:11][C:10]([C:25]1[S:26][CH:27]([CH2:30][C:31]([NH2:36])=[O:32])[CH2:28][N:29]=1)=[CH:9]2. (5) Given the reactants [CH3:1][O:2][C:3](=[O:21])[C:4]1[CH:9]=[CH:8][C:7]([N+:10]([O-])=O)=[C:6]([NH:13][CH2:14][CH2:15][N:16]2[CH2:20][CH2:19][CH2:18][CH2:17]2)[CH:5]=1, predict the reaction product. The product is: [CH3:1][O:2][C:3](=[O:21])[C:4]1[CH:9]=[CH:8][C:7]([NH2:10])=[C:6]([NH:13][CH2:14][CH2:15][N:16]2[CH2:20][CH2:19][CH2:18][CH2:17]2)[CH:5]=1. (6) Given the reactants C(OO)(C)(C)C.O.O.OCS([O-])=O.[Na+].[C:15]([NH2:19])(=[O:18])[CH:16]=[CH2:17].[CH:20]([S:28]([O-:31])(=[O:30])=[O:29])=[CH:21][C:22]1[CH:27]=[CH:26][CH:25]=[CH:24][CH:23]=1.[K+:32], predict the reaction product. The product is: [C:15]([NH2:19])(=[O:18])[CH:16]=[CH2:17].[CH:20]([S:28]([O-:31])(=[O:29])=[O:30])=[CH:21][C:22]1[CH:27]=[CH:26][CH:25]=[CH:24][CH:23]=1.[K+:32].